Dataset: Reaction yield outcomes from USPTO patents with 853,638 reactions. Task: Predict the reaction yield, written as a fraction of the theoretical maximum amount of product (1.0 means a 100% yield; for example, 0.34 means a 34% yield). (1) The reactants are [Br:1][C:2]1[C:3]([CH3:10])=[N:4][C:5]([C:8]#N)=[CH:6][CH:7]=1.[OH-:11].[Na+].C[OH:14]. No catalyst specified. The product is [Br:1][C:2]1[CH:7]=[CH:6][C:5]([C:8]([OH:14])=[O:11])=[N:4][C:3]=1[CH3:10]. The yield is 0.890. (2) The reactants are [Br:1][C:2]1[CH:10]=[CH:9][C:5]([C:6](O)=[O:7])=[C:4]([F:11])[CH:3]=1.CCN=C=NCCCN(C)C.Cl.[CH3:24][NH:25][O:26][CH3:27].C(N(C(C)C)CC)(C)C. The catalyst is ClCCl.CN(C)C1C=CN=CC=1. The product is [Br:1][C:2]1[CH:10]=[CH:9][C:5]([C:6]([N:25]([O:26][CH3:27])[CH3:24])=[O:7])=[C:4]([F:11])[CH:3]=1. The yield is 0.820. (3) The reactants are [H-].[Na+].[O:3]1[CH2:8]CO[CH2:5][CH2:4]1.[CH2:9]([N:16]([CH2:24][C:25]1[CH:30]=[CH:29][CH:28]=[CH:27][CH:26]=1)[C@H:17]1[CH2:22][CH2:21][C@H:20]([OH:23])[CH2:19][CH2:18]1)[C:10]1[CH:15]=[CH:14][CH:13]=[CH:12][CH:11]=1.COCCCl. The catalyst is ClCCl. The product is [CH2:24]([N:16]([CH2:9][C:10]1[CH:11]=[CH:12][CH:13]=[CH:14][CH:15]=1)[C@H:17]1[CH2:22][CH2:21][C@H:20]([O:23][CH2:5][CH2:4][O:3][CH3:8])[CH2:19][CH2:18]1)[C:25]1[CH:30]=[CH:29][CH:28]=[CH:27][CH:26]=1. The yield is 0.390. (4) The reactants are [C:1]([NH:6][C:7]1[CH:8]=[C:9]([CH:13]2[CH2:18][CH2:17][N:16](C(OC(C)(C)C)=O)[CH2:15][CH2:14]2)[CH:10]=[CH:11][CH:12]=1)(=[O:5])[CH:2]([CH3:4])[CH3:3].Cl. The catalyst is O1CCOCC1. The product is [CH3:3][CH:2]([CH3:4])[C:1]([NH:6][C:7]1[CH:12]=[CH:11][CH:10]=[C:9]([CH:13]2[CH2:18][CH2:17][NH:16][CH2:15][CH2:14]2)[CH:8]=1)=[O:5]. The yield is 0.460. (5) The reactants are C(OC([N:8]1[CH2:24][CH2:23][N:11]2[C:12](=[O:22])[C:13]3[C:18]([CH:10]2[CH2:9]1)=[CH:17][C:16]([O:19][CH3:20])=[CH:15][C:14]=3[Cl:21])=O)(C)(C)C.Cl. No catalyst specified. The product is [ClH:21].[Cl:21][C:14]1[CH:15]=[C:16]([O:19][CH3:20])[CH:17]=[C:18]2[C:13]=1[C:12](=[O:22])[N:11]1[CH2:23][CH2:24][NH:8][CH2:9][CH:10]12. The yield is 0.910. (6) The reactants are [CH3:1][O:2][C:3]([C:5]1[CH:13]=[C:12]2[C:8]([C:9]([N:14]3[CH2:19][CH2:18][N:17]([CH3:20])[CH2:16][CH2:15]3)=[N:10][NH:11]2)=[CH:7][CH:6]=1)=[O:4].[CH3:21]C(C)([O-])C.[Na+].CI. The catalyst is CN(C=O)C.C(OCC)(=O)C. The product is [CH3:1][O:2][C:3]([C:5]1[CH:13]=[C:12]2[C:8]([C:9]([N:14]3[CH2:15][CH2:16][N:17]([CH3:20])[CH2:18][CH2:19]3)=[N:10][N:11]2[CH3:21])=[CH:7][CH:6]=1)=[O:4]. The yield is 0.910. (7) The reactants are [CH3:1][C:2]([OH:41])([C:4]1[CH:5]=[CH:6][CH:7]=[CH:8][C:9]=1[CH2:10][CH2:11][C@@H:12]([S:32][CH2:33][C:34]1([CH2:37][C:38]([OH:40])=[O:39])[CH2:36][CH2:35]1)[C:13]1[CH:14]=[CH:15][CH:16]=[C:17](/[CH:19]=[CH:20]/[C:21]2[CH:22]=[CH:23][C:24]3[CH:25]=[CH:26][C:27]([Cl:31])=[CH:28][C:29]=3[N:30]=2)[CH:18]=1)[CH3:3].[OH-].[Na+:43].CCCCCCC. The catalyst is C1(C)C=CC=CC=1.CO.C(OCC)(=O)C. The product is [CH3:3][C:2]([OH:41])([C:4]1[CH:5]=[CH:6][CH:7]=[CH:8][C:9]=1[CH2:10][CH2:11][C@@H:12]([S:32][CH2:33][C:34]1([CH2:37][C:38]([O-:40])=[O:39])[CH2:35][CH2:36]1)[C:13]1[CH:14]=[CH:15][CH:16]=[C:17](/[CH:19]=[CH:20]/[C:21]2[CH:22]=[CH:23][C:24]3[CH:25]=[CH:26][C:27]([Cl:31])=[CH:28][C:29]=3[N:30]=2)[CH:18]=1)[CH3:1].[Na+:43]. The yield is 1.00.